From a dataset of Retrosynthesis with 50K atom-mapped reactions and 10 reaction types from USPTO. Predict the reactants needed to synthesize the given product. (1) Given the product CCOC(=O)CCc1ccc(Br)cn1, predict the reactants needed to synthesize it. The reactants are: Brc1ccc(Br)nc1.CCOC(=O)CCI. (2) Given the product O=C(NC1CCN(Cc2ccccc2)CC1)c1c[nH]c2ccc(F)cc12, predict the reactants needed to synthesize it. The reactants are: NC1CCN(Cc2ccccc2)CC1.O=C(O)c1c[nH]c2ccc(F)cc12. (3) The reactants are: CNCc1cc([N+](=O)[O-])ccc1OC. Given the product CNCc1cc(N)ccc1OC, predict the reactants needed to synthesize it. (4) Given the product CC(C)(C)OC(=O)N[C@H]1CCCN(c2c(NC(=O)c3csc(-c4c(F)cccc4F)n3)cnc3c2ccn3S(=O)(=O)c2ccccc2)C1, predict the reactants needed to synthesize it. The reactants are: CC(C)(C)OC(=O)N[C@H]1CCCN(c2c(N)cnc3c2ccn3S(=O)(=O)c2ccccc2)C1.O=C(O)c1csc(-c2c(F)cccc2F)n1. (5) Given the product CCn1c(-c2nonc2N)nc2cnc(Oc3cccc(C(=O)CCC(=O)N4CCN(C)CC4)c3)cc21, predict the reactants needed to synthesize it. The reactants are: CCn1c(-c2nonc2N)nc2cnc(Br)cc21.CN1CCN(C(=O)CCC(=O)c2cccc(O)c2)CC1. (6) Given the product CCNC1(C(N)=O)CN(c2nc(-c3ccc(Cl)cc3)c(-c3ccc(Cl)cc3)c3nn(CC)c(=O)n23)C1, predict the reactants needed to synthesize it. The reactants are: CCI.CCNC1(C(N)=O)CN(c2nc(-c3ccc(Cl)cc3)c(-c3ccc(Cl)cc3)c3n[nH]c(=O)n23)C1.